Predict the reactants needed to synthesize the given product. From a dataset of Full USPTO retrosynthesis dataset with 1.9M reactions from patents (1976-2016). Given the product [CH2:9]([NH:3][C@H:4]([C:6]([OH:8])=[O:7])[CH3:5])[C:10]1[CH:15]=[CH:14][CH:13]=[CH:12][CH:11]=1, predict the reactants needed to synthesize it. The reactants are: [OH-].[Na+].[NH2:3][CH:4]([C:6]([OH:8])=[O:7])[CH3:5].[C:9](Cl)(=O)[C:10]1[CH:15]=[CH:14][CH:13]=[CH:12][CH:11]=1.Cl.